From a dataset of Reaction yield outcomes from USPTO patents with 853,638 reactions. Predict the reaction yield, written as a fraction of the theoretical maximum amount of product (1.0 means a 100% yield; for example, 0.34 means a 34% yield). (1) The reactants are [Cl-].O[NH3+:3].[C:4](=[O:7])([O-])[OH:5].[Na+].CS(C)=O.[CH2:13]([C:17]1[N:18]=[C:19]([CH3:45])[N:20]([CH2:39][C:40]2[S:41][CH:42]=[CH:43][N:44]=2)[C:21](=[O:38])[C:22]=1[CH2:23][C:24]1[CH:29]=[CH:28][C:27]([C:30]2[C:31]([C:36]#[N:37])=[CH:32][CH:33]=[CH:34][CH:35]=2)=[CH:26][CH:25]=1)[CH2:14][CH2:15][CH3:16]. The catalyst is C(OCC)(=O)C. The product is [CH2:13]([C:17]1[N:18]=[C:19]([CH3:45])[N:20]([CH2:39][C:40]2[S:41][CH:42]=[CH:43][N:44]=2)[C:21](=[O:38])[C:22]=1[CH2:23][C:24]1[CH:25]=[CH:26][C:27]([C:30]2[CH:35]=[CH:34][CH:33]=[CH:32][C:31]=2[C:36]2[NH:3][C:4](=[O:7])[O:5][N:37]=2)=[CH:28][CH:29]=1)[CH2:14][CH2:15][CH3:16]. The yield is 0.440. (2) The reactants are [NH:1]1[C:10]2[C:5](=[CH:6][CH:7]=[CH:8][CH:9]=2)[CH2:4][CH:3]([NH:11][C:12](=[O:18])[O:13][C:14]([CH3:17])([CH3:16])[CH3:15])[CH2:2]1.[Cl:19]N1C(=O)CCC1=O.O. The catalyst is C(#N)C. The product is [Cl:19][C:7]1[CH:6]=[C:5]2[C:10](=[CH:9][CH:8]=1)[NH:1][CH2:2][CH:3]([NH:11][C:12](=[O:18])[O:13][C:14]([CH3:15])([CH3:17])[CH3:16])[CH2:4]2. The yield is 0.580. (3) The reactants are CC[OH:3].[OH:4][CH:5]1[CH2:10][CH2:9][CH:8]([NH:11][C:12]2[CH:19]=[C:18]([N:20]3[C:28]4[C:23](=[C:24]([O:29][CH3:30])[CH:25]=[CH:26][CH:27]=4)[CH:22]=[CH:21]3)[CH:17]=[CH:16][C:13]=2[C:14]#[N:15])[CH2:7][CH2:6]1.[OH-].[Na+].OO. The catalyst is CCOC(C)=O.CS(C)=O. The product is [OH:4][CH:5]1[CH2:10][CH2:9][CH:8]([NH:11][C:12]2[CH:19]=[C:18]([N:20]3[C:28]4[C:23](=[C:24]([O:29][CH3:30])[CH:25]=[CH:26][CH:27]=4)[CH:22]=[CH:21]3)[CH:17]=[CH:16][C:13]=2[C:14]([NH2:15])=[O:3])[CH2:7][CH2:6]1. The yield is 0.730. (4) The reactants are C1C2C(=CC=CC=2)C=C(C2C=CC(O)=CC=2)N=1.C1C=CC2N(O)N=NC=2C=1.[CH3:28][C:29]([O:32][C:33]([NH:35][C@H:36]([C:58]([OH:60])=[O:59])[CH2:37][CH2:38][CH2:39][N:40]=[C:41]([NH:50]C(OC(C)(C)C)=O)[NH:42]C(OC(C)(C)C)=O)=[O:34])([CH3:31])[CH3:30].CCN=C=NCCCN(C)C.Cl.C(N(CC)C(C)C)(C)C. The catalyst is CN(C=O)C.O. The product is [C:33]([NH:35][C@H:36]([C:58]([OH:60])=[O:59])[CH2:37][CH2:38][CH2:39][NH:40][C:41](=[NH:42])[NH2:50])([O:32][C:29]([CH3:30])([CH3:28])[CH3:31])=[O:34]. The yield is 0.740. (5) The catalyst is CCO.[OH-].[OH-].[Pd+2]. The yield is 0.750. The reactants are C1([C@@H]([N:9]2[C@@H:16]3[C@@H:11]([CH2:12][CH2:13][N:14]([C:17]([O:19][C:20]([CH3:23])([CH3:22])[CH3:21])=[O:18])[CH2:15]3)[CH2:10]2)C)C=CC=CC=1.CC(O)=O.[H][H]. The product is [C@@H:16]12[NH:9][CH2:10][C@@H:11]1[CH2:12][CH2:13][N:14]([C:17]([O:19][C:20]([CH3:23])([CH3:22])[CH3:21])=[O:18])[CH2:15]2. (6) The reactants are [CH3:1][C:2]1([CH3:33])[C:11]2[CH:10]=[C:9]([Se:12][C:13]#[C:14][C:15]3[CH:24]=[CH:23][C:18]([C:19]([O:21]C)=[O:20])=[C:17]([OH:25])[CH:16]=3)[CH:8]=[CH:7][C:6]=2[C:5]([C:26]2[CH:31]=[CH:30][C:29]([CH3:32])=[CH:28][CH:27]=2)=[CH:4][CH2:3]1.[OH-].[Na+].Cl. The catalyst is O1CCCC1. The yield is 0.610. The product is [CH3:1][C:2]1([CH3:33])[C:11]2[CH:10]=[C:9]([Se:12][C:13]#[C:14][C:15]3[CH:24]=[CH:23][C:18]([C:19]([OH:21])=[O:20])=[C:17]([OH:25])[CH:16]=3)[CH:8]=[CH:7][C:6]=2[C:5]([C:26]2[CH:27]=[CH:28][C:29]([CH3:32])=[CH:30][CH:31]=2)=[CH:4][CH2:3]1. (7) The reactants are N[C:2]1[CH:9]=[CH:8][C:7]([Br:10])=[CH:6][C:3]=1[C:4]#[N:5].N(OC(C)(C)C)=O.[I:18]I.[O-]S([O-])=O.[Na+].[Na+]. The catalyst is C(#N)C. The product is [Br:10][C:7]1[CH:8]=[CH:9][C:2]([I:18])=[C:3]([CH:6]=1)[C:4]#[N:5]. The yield is 0.650.